This data is from Choline transporter screen with 302,306 compounds. The task is: Binary Classification. Given a drug SMILES string, predict its activity (active/inactive) in a high-throughput screening assay against a specified biological target. (1) The compound is S(CC=1OC(N)=C(C(C1C(OCC)=O)c1ccc(OC)cc1)C#N)c1nc(ccc1C#N)c1ccncc1. The result is 0 (inactive). (2) The molecule is Fc1c(NC(=O)NCC2CCN(CC2)Cc2c(cccc2)C)ccc(F)c1. The result is 0 (inactive). (3) The compound is O1CCC(CC1)(C(=O)NC1CCCCC1)c1cc(OC)c(OC)cc1. The result is 0 (inactive). (4) The compound is s1c(Nc2c(cc(O)cc2)C)nc(c2cccnc2)c1. The result is 0 (inactive).